The task is: Predict the product of the given reaction.. This data is from Forward reaction prediction with 1.9M reactions from USPTO patents (1976-2016). (1) Given the reactants [CH3:1][O:2][C:3]1[CH:12]=[C:11]2[C:6]([CH:7]=[CH:8][C:9](=[O:16])[N:10]2[CH2:13][CH:14]=O)=[N:5][CH:4]=1.[O:17]1[C:26]2[CH:25]=[C:24]([CH2:27][N:28]([CH:36]3[CH2:41][CH2:40][NH:39][CH2:38][CH2:37]3)[C:29](=[O:35])[O:30][C:31]([CH3:34])([CH3:33])[CH3:32])[N:23]=[CH:22][C:21]=2[O:20][CH2:19][CH2:18]1.[BH-](OC(C)=O)(OC(C)=O)OC(C)=O.[Na+].C([O-])(O)=O.[Na+], predict the reaction product. The product is: [O:17]1[C:26]2[CH:25]=[C:24]([CH2:27][N:28]([CH:36]3[CH2:41][CH2:40][N:39]([CH2:14][CH2:13][N:10]4[C:11]5[C:6](=[N:5][CH:4]=[C:3]([O:2][CH3:1])[CH:12]=5)[CH:7]=[CH:8][C:9]4=[O:16])[CH2:38][CH2:37]3)[C:29](=[O:35])[O:30][C:31]([CH3:34])([CH3:33])[CH3:32])[N:23]=[CH:22][C:21]=2[O:20][CH2:19][CH2:18]1. (2) Given the reactants O/N=[C:3](/[C:22]1[CH:27]=[CH:26][N:25]=[C:24]([CH3:28])[CH:23]=1)\[CH2:4][C@H:5]([C:13]1C=CC(C(O)=O)=[CH:15][CH:14]=1)[C:6]1[CH:11]=[CH:10][CH:9]=[CH:8][C:7]=1[CH3:12].Cl.[CH3:30][NH:31][CH3:32].F[P-](F)(F)(F)(F)F.N1([O:49][P+](N(C)C)(N(C)C)N(C)C)C2C=CC=CC=2N=N1.[O:60]1[CH2:64][CH2:63][CH2:62][CH2:61]1, predict the reaction product. The product is: [CH3:30][N:31]([CH3:32])[C:64](=[O:60])[C:63]1[CH:15]=[CH:14][C:13]([C@H:5]([C:6]2[CH:11]=[CH:10][CH:9]=[CH:8][C:7]=2[CH3:12])[CH2:4][C:3]([C:22]2[CH:27]=[CH:26][N:25]=[C:24]([CH3:28])[CH:23]=2)=[O:49])=[CH:61][CH:62]=1.